The task is: Predict the reaction yield, written as a fraction of the theoretical maximum amount of product (1.0 means a 100% yield; for example, 0.34 means a 34% yield).. This data is from Reaction yield outcomes from USPTO patents with 853,638 reactions. The reactants are [F:1][C:2]1[CH:3]=[C:4]([OH:9])[CH:5]=[CH:6][C:7]=1[F:8].Cl[C:11]1[N:12]=[C:13]([OH:27])[C:14]2[CH:20]=[CH:19][N:18]=[C:17]([C:21]3[N:22]=[CH:23][N:24]([CH3:26])[CH:25]=3)[C:15]=2[N:16]=1. The yield is 0.510. The product is [F:1][C:2]1[CH:3]=[C:4]([CH:5]=[CH:6][C:7]=1[F:8])[O:9][C:11]1[N:12]=[C:13]([OH:27])[C:14]2[CH:20]=[CH:19][N:18]=[C:17]([C:21]3[N:22]=[CH:23][N:24]([CH3:26])[CH:25]=3)[C:15]=2[N:16]=1. No catalyst specified.